This data is from Full USPTO retrosynthesis dataset with 1.9M reactions from patents (1976-2016). The task is: Predict the reactants needed to synthesize the given product. (1) Given the product [O:9]=[C:8]1[C:10]2[C:5](=[CH:4][C:3]([C:1]([OH:16])=[O:13])=[CH:12][CH:11]=2)[CH2:6][O:7]1, predict the reactants needed to synthesize it. The reactants are: [C:1]([C:3]1[CH:4]=[C:5]2[C:10](=[CH:11][CH:12]=1)[C:8](=[O:9])[O:7][CH2:6]2)#N.[OH-:13].[Na+].Cl.[OH2:16]. (2) Given the product [C:1]([O:5][C@@H:6]([C:12]1[C:13]([CH3:34])=[N:14][C:15]([CH3:33])=[C:16]([C:26]2[CH:27]=[CH:28][C:29]([O:32][CH2:36][CH2:37][C:38]3[CH:45]=[CH:44][C:41]([C:42]#[N:43])=[CH:40][CH:39]=3)=[CH:30][CH:31]=2)[C:17]=1[N:18]1[CH2:19][CH2:20][C:21]([CH3:24])([CH3:25])[CH2:22][CH2:23]1)[C:7]([O:9][CH2:10][CH3:11])=[O:8])([CH3:2])([CH3:3])[CH3:4], predict the reactants needed to synthesize it. The reactants are: [C:1]([O:5][C@@H:6]([C:12]1[C:13]([CH3:34])=[N:14][C:15]([CH3:33])=[C:16]([C:26]2[CH:31]=[CH:30][C:29]([OH:32])=[CH:28][CH:27]=2)[C:17]=1[N:18]1[CH2:23][CH2:22][C:21]([CH3:25])([CH3:24])[CH2:20][CH2:19]1)[C:7]([O:9][CH2:10][CH3:11])=[O:8])([CH3:4])([CH3:3])[CH3:2].O[CH2:36][CH2:37][C:38]1[CH:45]=[CH:44][C:41]([C:42]#[N:43])=[CH:40][CH:39]=1.C1C=CC(P(C2C=CC=CC=2)C2C=CC=CC=2)=CC=1.CCOC(/N=N/C(OCC)=O)=O. (3) Given the product [NH2:21][CH2:20][CH2:19][N:16]1[CH2:17][CH2:18][N:13]([C:6]2[C:5]3[C:10](=[CH:11][CH:12]=[C:3]([O:2][CH3:1])[N:4]=3)[N:9]=[CH:8][CH:7]=2)[C:14](=[O:29])[CH2:15]1, predict the reactants needed to synthesize it. The reactants are: [CH3:1][O:2][C:3]1[N:4]=[C:5]2[C:10](=[CH:11][CH:12]=1)[N:9]=[CH:8][CH:7]=[C:6]2[N:13]1[CH2:18][CH2:17][N:16]([CH2:19][CH2:20][NH:21]C(=O)OC(C)(C)C)[CH2:15][C:14]1=[O:29].Cl.O1CCOCC1.